Task: Regression. Given two drug SMILES strings and cell line genomic features, predict the synergy score measuring deviation from expected non-interaction effect.. Dataset: NCI-60 drug combinations with 297,098 pairs across 59 cell lines (1) Drug 1: C1=CC(=CC=C1CCCC(=O)O)N(CCCl)CCCl. Drug 2: C1CC(=O)NC(=O)C1N2C(=O)C3=CC=CC=C3C2=O. Cell line: SF-268. Synergy scores: CSS=36.0, Synergy_ZIP=-7.01, Synergy_Bliss=-5.68, Synergy_Loewe=-7.36, Synergy_HSA=-5.49. (2) Drug 1: C1CCC(CC1)NC(=O)N(CCCl)N=O. Drug 2: C1=CN(C(=O)N=C1N)C2C(C(C(O2)CO)O)O.Cl. Cell line: SF-539. Synergy scores: CSS=34.0, Synergy_ZIP=-13.1, Synergy_Bliss=-4.44, Synergy_Loewe=-19.2, Synergy_HSA=-1.35. (3) Drug 1: CC1=C(C=C(C=C1)NC2=NC=CC(=N2)N(C)C3=CC4=NN(C(=C4C=C3)C)C)S(=O)(=O)N.Cl. Drug 2: CC1=C2C(C(=O)C3(C(CC4C(C3C(C(C2(C)C)(CC1OC(=O)C(C(C5=CC=CC=C5)NC(=O)OC(C)(C)C)O)O)OC(=O)C6=CC=CC=C6)(CO4)OC(=O)C)OC)C)OC. Cell line: DU-145. Synergy scores: CSS=55.0, Synergy_ZIP=6.80, Synergy_Bliss=6.45, Synergy_Loewe=-35.9, Synergy_HSA=5.65. (4) Drug 1: CC1C(C(=O)NC(C(=O)N2CCCC2C(=O)N(CC(=O)N(C(C(=O)O1)C(C)C)C)C)C(C)C)NC(=O)C3=C4C(=C(C=C3)C)OC5=C(C(=O)C(=C(C5=N4)C(=O)NC6C(OC(=O)C(N(C(=O)CN(C(=O)C7CCCN7C(=O)C(NC6=O)C(C)C)C)C)C(C)C)C)N)C. Drug 2: CC1CCC2CC(C(=CC=CC=CC(CC(C(=O)C(C(C(=CC(C(=O)CC(OC(=O)C3CCCCN3C(=O)C(=O)C1(O2)O)C(C)CC4CCC(C(C4)OC)O)C)C)O)OC)C)C)C)OC. Cell line: HOP-92. Synergy scores: CSS=16.3, Synergy_ZIP=1.11, Synergy_Bliss=8.66, Synergy_Loewe=1.58, Synergy_HSA=4.92. (5) Drug 1: CN1CCC(CC1)COC2=C(C=C3C(=C2)N=CN=C3NC4=C(C=C(C=C4)Br)F)OC. Drug 2: CC1=C(C(=O)C2=C(C1=O)N3CC4C(C3(C2COC(=O)N)OC)N4)N. Cell line: SF-539. Synergy scores: CSS=20.6, Synergy_ZIP=-7.20, Synergy_Bliss=-5.37, Synergy_Loewe=-20.7, Synergy_HSA=-5.11.